From a dataset of Reaction yield outcomes from USPTO patents with 853,638 reactions. Predict the reaction yield, written as a fraction of the theoretical maximum amount of product (1.0 means a 100% yield; for example, 0.34 means a 34% yield). (1) The reactants are [Cl-].O[NH3+:3].[C:4](=[O:7])([O-])[OH:5].[Na+].CS(C)=O.[CH2:13]([C:17]1[N:18]=[C:19]([CH3:45])[N:20]([C:39]2[CH:40]=[N:41][CH:42]=[CH:43][CH:44]=2)[C:21](=[O:38])[C:22]=1[CH2:23][C:24]1[CH:29]=[CH:28][C:27]([C:30]2[C:31]([C:36]#[N:37])=[CH:32][CH:33]=[CH:34][CH:35]=2)=[CH:26][CH:25]=1)[CH2:14][CH2:15][CH3:16]. The catalyst is O.C(OCC)(=O)C. The product is [CH2:13]([C:17]1[N:18]=[C:19]([CH3:45])[N:20]([C:39]2[CH:40]=[N:41][CH:42]=[CH:43][CH:44]=2)[C:21](=[O:38])[C:22]=1[CH2:23][C:24]1[CH:25]=[CH:26][C:27]([C:30]2[CH:35]=[CH:34][CH:33]=[CH:32][C:31]=2[C:36]2[NH:3][C:4](=[O:7])[O:5][N:37]=2)=[CH:28][CH:29]=1)[CH2:14][CH2:15][CH3:16]. The yield is 0.340. (2) The reactants are [C:1]([C:3]1[CH:4]=[C:5]([N:10]([CH2:15][C:16]2[CH:21]=[CH:20][CH:19]=[C:18](I)[CH:17]=2)[C:11](=[O:14])[CH2:12][CH3:13])[CH:6]=[C:7]([F:9])[CH:8]=1)#[N:2].[N:23]1[CH:28]=[CH:27][C:26](B(O)O)=[CH:25][CH:24]=1. No catalyst specified. The product is [C:1]([C:3]1[CH:4]=[C:5]([N:10]([CH2:15][C:16]2[CH:21]=[CH:20][CH:19]=[C:18]([C:26]3[CH:27]=[CH:28][N:23]=[CH:24][CH:25]=3)[CH:17]=2)[C:11](=[O:14])[CH2:12][CH3:13])[CH:6]=[C:7]([F:9])[CH:8]=1)#[N:2]. The yield is 0.960. (3) The reactants are [Cl:1][C:2]1[N:6]([CH:7]2[CH2:12][CH2:11][CH2:10][CH2:9][CH2:8]2)[C:5]([C:13]2[CH:18]=[CH:17][CH:16]=[CH:15][CH:14]=2)=[N:4][C:3]=1[CH:19]=[O:20].C[Mg+].[Br-].[CH3:24][N+]1([O-])CCOCC1. The catalyst is CCOCC.CCC[N+](CCC)(CCC)CCC.[O-][Ru](=O)(=O)=O. The product is [Cl:1][C:2]1[N:6]([CH:7]2[CH2:8][CH2:9][CH2:10][CH2:11][CH2:12]2)[C:5]([C:13]2[CH:18]=[CH:17][CH:16]=[CH:15][CH:14]=2)=[N:4][C:3]=1[C:19](=[O:20])[CH3:24]. The yield is 0.380. (4) The reactants are [Cl:1][C:2]1[CH:3]=[C:4]([B:8]([OH:10])[OH:9])[CH:5]=[CH:6][CH:7]=1.O[C:12]([C:15](O)([CH3:17])[CH3:16])([CH3:14])[CH3:13]. No catalyst specified. The product is [Cl:1][C:2]1[CH:3]=[C:4]([B:8]2[O:10][C:15]([CH3:17])([CH3:16])[C:12]([CH3:14])([CH3:13])[O:9]2)[CH:5]=[CH:6][CH:7]=1. The yield is 0.750. (5) The reactants are [CH2:1]([O:8][C:9]([N:11]1[CH2:16][CH2:15][CH:14]([C:17]([C:19]([OH:21])=[O:20])=[CH2:18])[CH2:13][CH2:12]1)=[O:10])[C:2]1[CH:7]=[CH:6][CH:5]=[CH:4][CH:3]=1.[C:22]([OH:25])(=[S:24])[CH3:23]. No catalyst specified. The product is [CH2:1]([O:8][C:9]([N:11]1[CH2:12][CH2:13][CH:14]([CH:17]([C:19]([OH:21])=[O:20])[CH2:18][S:24][C:22](=[O:25])[CH3:23])[CH2:15][CH2:16]1)=[O:10])[C:2]1[CH:3]=[CH:4][CH:5]=[CH:6][CH:7]=1. The yield is 0.950. (6) The reactants are C[Mg]Br.[N:4]1[CH:9]=[CH:8][CH:7]=[C:6]([CH:10]=[O:11])[CH:5]=1.[Cl-].[NH4+].[C:14](OCC)(=O)C. The catalyst is O1CCCC1. The product is [OH:11][CH:10]([C:6]1[CH:5]=[N:4][CH:9]=[CH:8][CH:7]=1)[CH3:14]. The yield is 0.760.